From a dataset of Forward reaction prediction with 1.9M reactions from USPTO patents (1976-2016). Predict the product of the given reaction. (1) Given the reactants [NH2:1][C:2]1[C:11]([Cl:12])=[CH:10][CH:9]=[CH:8][C:3]=1[C:4](OC)=[O:5].[H-].[H-].[H-].[H-].[Li+].[Al+3], predict the reaction product. The product is: [NH2:1][C:2]1[C:11]([Cl:12])=[CH:10][CH:9]=[CH:8][C:3]=1[CH2:4][OH:5]. (2) Given the reactants O=S(Cl)Cl.[N+:5]([C:8]1[CH:19]=[CH:18][C:11]([CH2:12][C@@H:13]([C:15]([OH:17])=[O:16])[NH2:14])=[CH:10][CH:9]=1)([O-:7])=[O:6].[CH3:20]O, predict the reaction product. The product is: [CH3:20][O:16][C:15](=[O:17])[C@H:13]([CH2:12][C:11]1[CH:10]=[CH:9][C:8]([N+:5]([O-:7])=[O:6])=[CH:19][CH:18]=1)[NH2:14].